Dataset: Full USPTO retrosynthesis dataset with 1.9M reactions from patents (1976-2016). Task: Predict the reactants needed to synthesize the given product. (1) The reactants are: C(OC)(=O)/C=C/C=C/C(OC)=O.[CH:13]1([C:23]([O:25][CH3:26])=[O:24])[CH2:18][CH2:17][CH:16]([C:19]([O:21][CH3:22])=[O:20])[CH:15]=[CH:14]1.[C:27]1([C:37]([O:39][CH3:40])=[O:38])[CH2:32][CH2:31][CH:30]([C:33]([O:35][CH3:36])=[O:34])[CH2:29][CH:28]=1. Given the product [C:19]([O:21][CH3:22])(=[O:20])[C:16]1[CH:17]=[CH:18][C:13]([C:23]([O:25][CH3:26])=[O:24])=[CH:14][CH:15]=1.[CH:30]1([C:33]([O:35][CH3:36])=[O:34])[CH2:29][CH2:28][CH:27]([C:37]([O:39][CH3:40])=[O:38])[CH2:32][CH2:31]1, predict the reactants needed to synthesize it. (2) Given the product [NH2:10][C:7]([CH3:13])([CH2:6][O:5][C:1]([CH3:4])([CH3:3])[CH3:2])[CH2:8][OH:9], predict the reactants needed to synthesize it. The reactants are: [C:1]([O:5][CH2:6][C:7]([CH3:13])([N+:10]([O-])=O)[CH2:8][OH:9])([CH3:4])([CH3:3])[CH3:2].[H][H]. (3) Given the product [ClH:27].[ClH:27].[CH3:1][C:2]1[N:6]([CH2:7][CH2:8][N:9]2[CH2:14][CH2:13][O:12][CH2:11][CH2:10]2)[C:5]2[S:15][C:16]([C:18]([C:20]3[CH:21]=[CH:22][C:23]([CH3:26])=[CH:24][CH:25]=3)=[NH:19])=[CH:17][C:4]=2[CH:3]=1, predict the reactants needed to synthesize it. The reactants are: [CH3:1][C:2]1[N:6]([CH2:7][CH2:8][N:9]2[CH2:14][CH2:13][O:12][CH2:11][CH2:10]2)[C:5]2[S:15][C:16]([C:18]([C:20]3[CH:25]=[CH:24][C:23]([CH3:26])=[CH:22][CH:21]=3)=[NH:19])=[CH:17][C:4]=2[CH:3]=1.[ClH:27]. (4) Given the product [C:1]([O:5][C:6](=[O:18])[NH:7][C:8]1[CH:13]=[CH:12][C:11]([C:38]2[CH:43]=[CH:42][CH:41]=[CH:40][C:39]=2[CH3:44])=[CH:10][C:9]=1[N+:15]([O-:17])=[O:16])([CH3:4])([CH3:3])[CH3:2], predict the reactants needed to synthesize it. The reactants are: [C:1]([O:5][C:6](=[O:18])[NH:7][C:8]1[CH:13]=[CH:12][C:11](I)=[CH:10][C:9]=1[N+:15]([O-:17])=[O:16])([CH3:4])([CH3:3])[CH3:2].B1(B2OC(C)(C)C(C)(C)O2)OC(C)(C)C(C)(C)O1.I[C:38]1[CH:43]=[CH:42][CH:41]=[CH:40][C:39]=1[CH3:44]. (5) The reactants are: [Br:1][C:2]1[C:3]([F:12])=[C:4]2[C:10]([NH2:11])=[CH:9][NH:8][C:5]2=[N:6][CH:7]=1.[F:13][C:14]1([F:20])[CH2:16][CH:15]1[C:17](O)=[O:18].C(N(CC)CC)C.C1N(P(Cl)(N2C(=O)OCC2)=O)C(=O)OC1.O[Li].O. Given the product [Br:1][C:2]1[C:3]([F:12])=[C:4]2[C:10]([NH:11][C:17]([CH:15]3[CH2:16][C:14]3([F:20])[F:13])=[O:18])=[CH:9][NH:8][C:5]2=[N:6][CH:7]=1, predict the reactants needed to synthesize it. (6) The reactants are: [C:1]([NH:4][C:5]([CH2:16][C:17]([C:19]1[CH:24]=[CH:23][C:22]([O:25][C:26]2[CH:31]=[CH:30][C:29]([C:32]3[N:33]=[C:34]([CH3:37])[O:35][CH:36]=3)=[CH:28][CH:27]=2)=[CH:21][CH:20]=1)=[O:18])([C:11](OCC)=[O:12])[C:6](OCC)=[O:7])(=[O:3])[CH3:2].OP([O-])([O-])=O.[K+].[K+].[BH4-].[Na+].[OH-].[Na+]. Given the product [OH:12][CH2:11][C:5]([NH:4][C:1](=[O:3])[CH3:2])([CH2:6][OH:7])[CH2:16][CH:17]([OH:18])[C:19]1[CH:24]=[CH:23][C:22]([O:25][C:26]2[CH:31]=[CH:30][C:29]([C:32]3[N:33]=[C:34]([CH3:37])[O:35][CH:36]=3)=[CH:28][CH:27]=2)=[CH:21][CH:20]=1, predict the reactants needed to synthesize it. (7) Given the product [OH:38][C:35]1[CH:34]=[CH:33][C:32]([C:26]2[CH:25]=[C:24]3[C:29]([CH:30]=[N:22][NH:23]3)=[C:28]([NH:31][C:13]([CH:10]3[CH2:12][CH2:11]3)=[O:14])[CH:27]=2)=[CH:37][CH:36]=1, predict the reactants needed to synthesize it. The reactants are: CCN(C(C)C)C(C)C.[CH:10]1([C:13](Cl)=[O:14])[CH2:12][CH2:11]1.O1CCCCC1[N:22]1[CH:30]=[C:29]2[C:24]([CH:25]=[C:26]([C:32]3[CH:37]=[CH:36][C:35]([O:38]C4CCCCO4)=[CH:34][CH:33]=3)[CH:27]=[C:28]2[NH2:31])=[N:23]1.